Dataset: Full USPTO retrosynthesis dataset with 1.9M reactions from patents (1976-2016). Task: Predict the reactants needed to synthesize the given product. Given the product [Br:1][C:2]1[CH:9]=[C:6]([NH:7][CH3:8])[C:5]([NH2:10])=[CH:4][CH:3]=1, predict the reactants needed to synthesize it. The reactants are: [Br:1][C:2]1[CH:3]=[CH:4][C:5]([N+:10]([O-])=O)=[C:6]([CH:9]=1)[NH:7][CH3:8].[Cl-].[NH4+].